This data is from Peptide-MHC class II binding affinity with 134,281 pairs from IEDB. The task is: Regression. Given a peptide amino acid sequence and an MHC pseudo amino acid sequence, predict their binding affinity value. This is MHC class II binding data. The peptide sequence is AYESYKFIPALEAAVKQAYAATVAAA. The MHC is DRB1_0101 with pseudo-sequence DRB1_0101. The binding affinity (normalized) is 0.984.